Dataset: Catalyst prediction with 721,799 reactions and 888 catalyst types from USPTO. Task: Predict which catalyst facilitates the given reaction. Reactant: [BH4-].[Na+].[F:3][CH:4]([F:33])[CH2:5][O:6][C:7]1[N:14]=[C:13]([O:15][C:16]2[CH:21]=[CH:20][C:19]([B:22]3[O:26]C(C)(C)C(C)(C)[O:23]3)=[C:18]([CH:31]=O)[CH:17]=2)[CH:12]=[CH:11][C:8]=1[C:9]#[N:10]. Product: [F:33][CH:4]([F:3])[CH2:5][O:6][C:7]1[N:14]=[C:13]([O:15][C:16]2[CH:21]=[CH:20][C:19]3[B:22]([OH:26])[O:23][CH2:31][C:18]=3[CH:17]=2)[CH:12]=[CH:11][C:8]=1[C:9]#[N:10]. The catalyst class is: 100.